This data is from Retrosynthesis with 50K atom-mapped reactions and 10 reaction types from USPTO. The task is: Predict the reactants needed to synthesize the given product. (1) The reactants are: C1CNCCN1.CC(C)(C)c1ccc(-c2cn3cccc(Br)c3n2)cc1. Given the product CC(C)(C)c1ccc(-c2cn3cccc(N4CCNCC4)c3n2)cc1, predict the reactants needed to synthesize it. (2) Given the product CCN1CCCC1CNC(=O)c1ccc(Cl)nc1OC, predict the reactants needed to synthesize it. The reactants are: CCN1CCCC1CN.COc1nc(Cl)ccc1C(=O)Cl.